Binary Classification. Given a miRNA mature sequence and a target amino acid sequence, predict their likelihood of interaction. From a dataset of Experimentally validated miRNA-target interactions with 360,000+ pairs, plus equal number of negative samples. (1) The miRNA is mmu-miR-1193-3p with sequence UAGGUCACCCGUUUUACUAUC. The protein sequence of the target gene is MAPHWAVWLLAAGLWGLGIGAEMWWNLVPRKTVSSGELVTVVRRFSQTGIQDFLTLTLTEHSGLLYVGAREALFAFSVEALELQGAISWEAPAEKKIECTQKGKSNQTECFNFIRFLQPYNSSHLYVCGTYAFQPKCTYINMLTFTLDRAEFEDGKGKCPYDPAKGHTGLLVDGELYSATLNNFLGTEPVILRYMGTHHSIKTEYLAFWLNEPHFVGSAFVPESVGSFTGDDDKIYFFFSERAVEYDCYSEQVVARVARVCKGDMGGARTLQKKWTTFLKARLVCSAPDWKVYFNQLKAV.... Result: 0 (no interaction). (2) The miRNA is hsa-miR-4478 with sequence GAGGCUGAGCUGAGGAG. The protein sequence of the target gene is MRFMTLLFLTALAGALVCAYDPEAASAPGSGNPCHEASAAQKENAGEDPGLARQAPKPRKQRSSLLEKGLDGAKKAVGGLGKLGKDAVEDLESVGKGAVHDVKDVLDSVL. Result: 1 (interaction).